Dataset: Reaction yield outcomes from USPTO patents with 853,638 reactions. Task: Predict the reaction yield, written as a fraction of the theoretical maximum amount of product (1.0 means a 100% yield; for example, 0.34 means a 34% yield). (1) The reactants are [H-].[Na+].[C:3]([CH2:5]P(=O)(OCC)OCC)#[N:4].[CH2:14]([N:18]([CH2:31][CH2:32][CH2:33][CH3:34])[C:19]1[CH:24]=[CH:23][C:22]([CH:25]=[CH:26][CH:27]=O)=[C:21]([O:29][CH3:30])[CH:20]=1)[CH2:15][CH2:16][CH3:17].O. The catalyst is O1CCCC1. The product is [CH2:14]([N:18]([CH2:31][CH2:32][CH2:33][CH3:34])[C:19]1[CH:24]=[CH:23][C:22]([CH:25]=[CH:26][CH:27]=[CH:5][C:3]#[N:4])=[C:21]([O:29][CH3:30])[CH:20]=1)[CH2:15][CH2:16][CH3:17]. The yield is 0.912. (2) The product is [CH3:1][C:2]1[CH:7]=[CH:6][CH:5]=[C:4]([CH3:8])[C:3]=1[O:9][CH2:30][C:31]1[C:35]([C:36]([O:38][CH3:39])=[O:37])=[C:34]([CH:40]([CH3:42])[CH3:41])[O:33][N:32]=1. The reactants are [CH3:1][C:2]1[CH:7]=[CH:6][CH:5]=[C:4]([CH3:8])[C:3]=1[OH:9].C1(P(C2C=CC=CC=2)C2C=CC=CC=2)C=CC=CC=1.O[CH2:30][C:31]1[C:35]([C:36]([O:38][CH3:39])=[O:37])=[C:34]([CH:40]([CH3:42])[CH3:41])[O:33][N:32]=1.N(C(OC(C)C)=O)=NC(OC(C)C)=O. The catalyst is C1(C)C=CC=CC=1. The yield is 0.720.